Dataset: Full USPTO retrosynthesis dataset with 1.9M reactions from patents (1976-2016). Task: Predict the reactants needed to synthesize the given product. (1) Given the product [NH2:1][C:2]1[C:17]([Br:18])=[CH:16][C:5]2[C:6]([C:12]([NH:13][CH3:14])=[O:15])=[C:7]([C:20]3[CH:27]=[CH:26][C:23]([C:24]#[N:25])=[CH:22][CH:21]=3)[O:8][C:4]=2[CH:3]=1, predict the reactants needed to synthesize it. The reactants are: [NH2:1][C:2]1[C:17]([Br:18])=[CH:16][C:5]2[C:6]([C:12](=[O:15])[NH:13][CH3:14])=[C:7](B(O)O)[O:8][C:4]=2[CH:3]=1.Br[C:20]1[CH:27]=[CH:26][C:23]([C:24]#[N:25])=[CH:22][CH:21]=1. (2) Given the product [F:24][C:20]1[CH:19]=[C:18]([C:17]2[S:16][C:15]([CH3:25])=[N:14][C:13]=2[C:11]([N:4]2[CH2:5][CH:6]([O:9][CH3:10])[CH2:7][CH2:8][CH:3]2[CH2:2][NH:1][C:36]([C:34]2[CH:33]=[CH:32][CH:31]=[C:30]3[C:35]=2[N:26]=[CH:27][CH:28]=[CH:29]3)=[O:37])=[O:12])[CH:23]=[CH:22][CH:21]=1, predict the reactants needed to synthesize it. The reactants are: [NH2:1][CH2:2][CH:3]1[CH2:8][CH2:7][CH:6]([O:9][CH3:10])[CH2:5][N:4]1[C:11]([C:13]1[N:14]=[C:15]([CH3:25])[S:16][C:17]=1[C:18]1[CH:23]=[CH:22][CH:21]=[C:20]([F:24])[CH:19]=1)=[O:12].[N:26]1[C:35]2[C:30](=[CH:31][CH:32]=[CH:33][C:34]=2[C:36](O)=[O:37])[CH:29]=[CH:28][CH:27]=1. (3) Given the product [N+:1]([C:4]1[CH:5]=[CH:6][C:7]([CH:10]2[O:16][CH2:15][C:14]3[CH:17]=[C:18]([CH2:21][O:22][S:32]([CH3:35])(=[O:34])=[O:33])[CH:19]=[CH:20][C:13]=3[CH2:12][O:11]2)=[CH:8][CH:9]=1)([O-:3])=[O:2], predict the reactants needed to synthesize it. The reactants are: [N+:1]([C:4]1[CH:9]=[CH:8][C:7]([CH:10]2[O:16][CH2:15][C:14]3[CH:17]=[C:18]([CH2:21][OH:22])[CH:19]=[CH:20][C:13]=3[CH2:12][O:11]2)=[CH:6][CH:5]=1)([O-:3])=[O:2].C(N(C(C)C)CC)(C)C.[S:32](Cl)([CH3:35])(=[O:34])=[O:33].C(=O)(O)[O-].[Na+]. (4) The reactants are: [Cl:1][C:2]1[CH:7]=[CH:6][C:5]([CH:8](O)[C:9]2[C:10]([C:16]([O:18][CH2:19][CH3:20])=[O:17])=[N:11][N:12]([CH3:15])[C:13]=2[CH3:14])=[CH:4][CH:3]=1.[NH2:22][C:23]1[CH:24]=[C:25]([F:31])[C:26](=[O:30])[N:27]([CH3:29])[CH:28]=1. Given the product [Cl:1][C:2]1[CH:7]=[CH:6][C:5]([CH:8]([NH:22][C:23]2[CH:24]=[C:25]([F:31])[C:26](=[O:30])[N:27]([CH3:29])[CH:28]=2)[C:9]2[C:10]([C:16]([O:18][CH2:19][CH3:20])=[O:17])=[N:11][N:12]([CH3:15])[C:13]=2[CH3:14])=[CH:4][CH:3]=1, predict the reactants needed to synthesize it. (5) Given the product [Br:1][C:2]1[C:6]2[N:7]=[C:8]([NH2:16])[N:9]=[CH:10][C:5]=2[S:4][CH:3]=1, predict the reactants needed to synthesize it. The reactants are: [Br:1][C:2]1[C:6]2[N:7]=[C:8](Cl)[N:9]=[CH:10][C:5]=2[S:4][CH:3]=1.C(O)(C)C.[NH3:16]. (6) Given the product [F:52][C:53]1[CH:58]=[CH:57][C:56]([N+:59]([O-:61])=[O:60])=[C:55]([NH:51][CH2:47][CH2:48][CH3:49])[CH:54]=1, predict the reactants needed to synthesize it. The reactants are: C1C=CC(P(C2C(C3C(P(C4C=CC=CC=4)C4C=CC=CC=4)=CC=C4C=3C=CC=C4)=C3C(C=CC=C3)=CC=2)C2C=CC=CC=2)=CC=1.[CH2:47]([NH2:51])[CH2:48][CH2:49]C.[F:52][C:53]1[CH:58]=[CH:57][C:56]([N+:59]([O-:61])=[O:60])=[C:55](Br)[CH:54]=1.CC([O-])(C)C.[Na+].